Dataset: Forward reaction prediction with 1.9M reactions from USPTO patents (1976-2016). Task: Predict the product of the given reaction. (1) Given the reactants Cl[C:2]1[N:3]=[C:4]([N:21]2[CH2:26][CH2:25][O:24][CH2:23][CH2:22]2)[C:5]2[S:10][C:9]([CH2:11][N:12]3[CH2:17][CH2:16][N:15]([CH2:18][CH2:19][OH:20])[CH2:14][CH2:13]3)=[CH:8][C:6]=2[N:7]=1.OCCN1[CH2:35][CH2:34][NH:33][CH2:32][CH2:31]1, predict the reaction product. The product is: [NH:33]1[C:32]2[C:31](=[C:4]([C:2]3[N:3]=[C:4]([N:21]4[CH2:26][CH2:25][O:24][CH2:23][CH2:22]4)[C:5]4[S:10][C:9]([CH2:11][N:12]5[CH2:17][CH2:16][N:15]([CH2:18][CH2:19][OH:20])[CH2:14][CH2:13]5)=[CH:8][C:6]=4[N:7]=3)[CH:5]=[CH:6][CH:8]=2)[CH:35]=[CH:34]1. (2) Given the reactants [Cl:1][C:2]1[C:3]([C:18]#[N:19])=[CH:4][C:5]2[N:6]([C:8]([S:14](O)(=[O:16])=[O:15])=[C:9]([CH:11]([CH3:13])[CH3:12])[N:10]=2)[CH:7]=1.C(N(CC)CC)C.P(Cl)(Cl)([Cl:29])=O, predict the reaction product. The product is: [Cl:1][C:2]1[C:3]([C:18]#[N:19])=[CH:4][C:5]2[N:6]([C:8]([S:14]([Cl:29])(=[O:16])=[O:15])=[C:9]([CH:11]([CH3:13])[CH3:12])[N:10]=2)[CH:7]=1. (3) Given the reactants [Cl-].[F:2][C:3]1[CH:4]=[N:5][C:6]([NH+:9]2[C:17]3[CH2:16][C@H:15]([CH3:18])[NH:14][CH2:13][C:12]=3[N:11]=[N:10]2)=[N:7][CH:8]=1.C(N(CC)CC)C.[F:26][C:27]1[C:35]([C:36]([F:39])([F:38])[F:37])=[CH:34][CH:33]=[CH:32][C:28]=1[C:29](Cl)=[O:30].C([O-])(O)=O.[Na+], predict the reaction product. The product is: [F:2][C:3]1[CH:4]=[N:5][C:6]([N:9]2[C:17]3[CH2:16][C@H:15]([CH3:18])[N:14]([C:29]([C:28]4[CH:32]=[CH:33][CH:34]=[C:35]([C:36]([F:37])([F:38])[F:39])[C:27]=4[F:26])=[O:30])[CH2:13][C:12]=3[N:11]=[N:10]2)=[N:7][CH:8]=1. (4) Given the reactants [NH2:1][C@@H:2]([CH3:19])[CH2:3][N:4]1[CH:8]=[CH:7][C:6]([C:9]2[CH:16]=[CH:15][C:12]([C:13]#[N:14])=[C:11]([Cl:17])[C:10]=2[CH3:18])=[N:5]1.Cl.[CH3:21][NH:22][C:23]1[S:24][CH:25]=[C:26]([C:28](O)=[O:29])[N:27]=1, predict the reaction product. The product is: [Cl:17][C:11]1[C:10]([CH3:18])=[C:9]([C:6]2[CH:7]=[CH:8][N:4]([CH2:3][C@@H:2]([NH:1][C:28]([C:26]3[N:27]=[C:23]([NH:22][CH3:21])[S:24][CH:25]=3)=[O:29])[CH3:19])[N:5]=2)[CH:16]=[CH:15][C:12]=1[C:13]#[N:14]. (5) Given the reactants [O:1]=[C:2]([CH2:7][CH3:8])[C:3]([O:5][CH3:6])=[O:4].[BrH:9].BrBr, predict the reaction product. The product is: [Br:9][CH:7]([CH3:8])[C:2](=[O:1])[C:3]([O:5][CH3:6])=[O:4].